From a dataset of Catalyst prediction with 721,799 reactions and 888 catalyst types from USPTO. Predict which catalyst facilitates the given reaction. (1) Reactant: [C:1]([O:5][C:6]([N:8]1[CH2:13][CH2:12][CH:11]([N:14]([C:21](OCC2C=CC=CC=2)=O)[CH2:15][C:16]([O:18][CH2:19][CH3:20])=[O:17])[CH2:10][CH2:9]1)=[O:7])([CH3:4])([CH3:3])[CH3:2].C=O.C(O)(=O)C.C(O[BH-](OC(=O)C)OC(=O)C)(=O)C.[Na+]. Product: [C:1]([O:5][C:6]([N:8]1[CH2:9][CH2:10][CH:11]([N:14]([CH2:15][C:16]([O:18][CH2:19][CH3:20])=[O:17])[CH3:21])[CH2:12][CH2:13]1)=[O:7])([CH3:4])([CH3:3])[CH3:2]. The catalyst class is: 2. (2) Reactant: C(O)(C(F)(F)F)=O.C(N[C@H](C(O)=O)CS)(=O)C.C(OC([N:25]1[C@H:29]([CH2:30][CH2:31][NH:32]CC2C=CC(OC)=CC=2OC)[CH2:28][N:27]([CH2:44][C:45]2[C:54]([Cl:55])=[C:53]3[C:48]([C:49](=[O:70])[N:50]([CH2:57][C:58]4[CH:63]=[C:62]([Cl:64])[CH:61]=[CH:60][C:59]=4[S:65]([CH2:68][CH3:69])(=[O:67])=[O:66])[C:51](=[O:56])[NH:52]3)=[CH:47][C:46]=2[O:71][C:72]([F:75])([F:74])[F:73])[C:26]1=[O:76])=O)(C)(C)C.C(=O)(O)[O-].[Na+]. Product: [NH2:32][CH2:31][CH2:30][C@@H:29]1[CH2:28][N:27]([CH2:44][C:45]2[C:54]([Cl:55])=[C:53]3[C:48]([C:49](=[O:70])[N:50]([CH2:57][C:58]4[CH:63]=[C:62]([Cl:64])[CH:61]=[CH:60][C:59]=4[S:65]([CH2:68][CH3:69])(=[O:67])=[O:66])[C:51](=[O:56])[NH:52]3)=[CH:47][C:46]=2[O:71][C:72]([F:73])([F:74])[F:75])[C:26](=[O:76])[NH:25]1. The catalyst class is: 2.